From a dataset of Forward reaction prediction with 1.9M reactions from USPTO patents (1976-2016). Predict the product of the given reaction. (1) Given the reactants C(OC([C:6]1C=C(C#N)C=C(C)[N:7]=1)=O)C.[CH3:15][N:16]1[CH:20]=[CH:19][C:18]([NH:21][C:22]([C:24]2[CH:29]=[C:28](Br)[CH:27]=[C:26]([C:31]([F:34])([F:33])[F:32])[N:25]=2)=[O:23])=[N:17]1, predict the reaction product. The product is: [CH3:15][N:16]1[CH:20]=[CH:19][C:18]([NH:21][C:22]([C:24]2[CH:29]=[C:28]([C:6]#[N:7])[CH:27]=[C:26]([C:31]([F:34])([F:33])[F:32])[N:25]=2)=[O:23])=[N:17]1. (2) Given the reactants [CH:1]([C@H:4]1[CH2:8][O:7][C:6](=[O:9])[N:5]1[C:10]1[CH:15]=[CH:14][N:13]=[C:12]([NH:16][C@H:17]([C:19]2[CH:26]=[CH:25][C:22]([CH:23]=O)=[CH:21][CH:20]=2)[CH3:18])[N:11]=1)([CH3:3])[CH3:2].[CH:27]12[N:34]([C:35]([O:37][C:38]([CH3:41])([CH3:40])[CH3:39])=[O:36])[CH2:33][CH:32]1[CH2:31][CH2:30][NH:29][CH2:28]2, predict the reaction product. The product is: [CH:1]([C@H:4]1[CH2:8][O:7][C:6](=[O:9])[N:5]1[C:10]1[CH:15]=[CH:14][N:13]=[C:12]([NH:16][C@H:17]([C:19]2[CH:26]=[CH:25][C:22]([CH2:23][N:29]3[CH2:30][CH2:31][CH:32]4[CH:27]([N:34]([C:35]([O:37][C:38]([CH3:41])([CH3:40])[CH3:39])=[O:36])[CH2:33]4)[CH2:28]3)=[CH:21][CH:20]=2)[CH3:18])[N:11]=1)([CH3:2])[CH3:3]. (3) Given the reactants [OH-].[Na+].C[O:4][C:5](=[O:51])[C:6]1[CH:11]=[C:10]([CH2:12][N:13]2[CH2:19][CH2:18][CH2:17][C@H:16]([N:20]([CH2:27][C:28]3[CH:33]=[C:32]([C:34]([F:37])([F:36])[F:35])[CH:31]=[C:30]([C:38]([F:41])([F:40])[F:39])[CH:29]=3)[C:21]3[N:22]=[N:23][N:24]([CH3:26])[N:25]=3)[C:15]3[CH:42]=[C:43]([CH3:50])[C:44]([C:46]([F:49])([F:48])[F:47])=[CH:45][C:14]2=3)[CH:9]=[N:8][CH:7]=1.[ClH:52], predict the reaction product. The product is: [ClH:52].[F:41][C:38]([F:39])([F:40])[C:30]1[CH:29]=[C:28]([CH:33]=[C:32]([C:34]([F:35])([F:36])[F:37])[CH:31]=1)[CH2:27][N:20]([C:21]1[N:22]=[N:23][N:24]([CH3:26])[N:25]=1)[C@H:16]1[CH2:17][CH2:18][CH2:19][N:13]([CH2:12][C:10]2[CH:9]=[N:8][CH:7]=[C:6]([CH:11]=2)[C:5]([OH:51])=[O:4])[C:14]2[CH:45]=[C:44]([C:46]([F:47])([F:48])[F:49])[C:43]([CH3:50])=[CH:42][C:15]1=2. (4) Given the reactants Br[C:2]1[CH:3]=[C:4]([CH:7]=[C:8]([N+:10]([O-:12])=[O:11])[CH:9]=1)[C:5]#[N:6].[F:13][C:14]1[CH:19]=[C:18]([F:20])[CH:17]=[CH:16][C:15]=1B(O)O.C([O-])([O-])=O.[Na+].[Na+], predict the reaction product. The product is: [F:13][C:14]1[CH:19]=[C:18]([F:20])[CH:17]=[CH:16][C:15]=1[C:2]1[CH:9]=[C:8]([N+:10]([O-:12])=[O:11])[CH:7]=[C:4]([C:5]#[N:6])[CH:3]=1. (5) Given the reactants Cl.[NH2:2][C@@H:3]([C@H:8]([O:10][C:11](=[O:38])[C@@H:12]([NH:14][C:15](=[O:37])[CH2:16][CH2:17]/[CH:18]=[CH:19]\[CH2:20]/[CH:21]=[CH:22]\[CH2:23]/[CH:24]=[CH:25]\[CH2:26]/[CH:27]=[CH:28]\[CH2:29]/[CH:30]=[CH:31]\[CH2:32]/[CH:33]=[CH:34]\[CH2:35][CH3:36])[CH3:13])[CH3:9])[C:4]([O:6][CH3:7])=[O:5].[C:39](O)(=[O:59])[CH2:40][CH2:41][CH2:42]/[CH:43]=[CH:44]\[CH2:45]/[CH:46]=[CH:47]\[CH2:48]/[CH:49]=[CH:50]\[CH2:51]/[CH:52]=[CH:53]\[CH2:54]/[CH:55]=[CH:56]\[CH2:57][CH3:58].CN(C(ON1N=NC2C=CC=NC1=2)=[N+](C)C)C.F[P-](F)(F)(F)(F)F.CCN(C(C)C)C(C)C, predict the reaction product. The product is: [C:15]([NH:14][C@@H:12]([CH3:13])[C:11]([O:10][C@H:8]([CH3:9])[C@H:3]([NH:2][C:39](=[O:59])[CH2:40][CH2:41][CH2:42]/[CH:43]=[CH:44]\[CH2:45]/[CH:46]=[CH:47]\[CH2:48]/[CH:49]=[CH:50]\[CH2:51]/[CH:52]=[CH:53]\[CH2:54]/[CH:55]=[CH:56]\[CH2:57][CH3:58])[C:4]([O:6][CH3:7])=[O:5])=[O:38])(=[O:37])[CH2:16][CH2:17]/[CH:18]=[CH:19]\[CH2:20]/[CH:21]=[CH:22]\[CH2:23]/[CH:24]=[CH:25]\[CH2:26]/[CH:27]=[CH:28]\[CH2:29]/[CH:30]=[CH:31]\[CH2:32]/[CH:33]=[CH:34]\[CH2:35][CH3:36]. (6) Given the reactants [Br:1][CH2:2][CH2:3][CH2:4]Br.[OH-].[K+].[O:8]1[CH2:12][CH2:11][NH:10][C:9]1=[O:13], predict the reaction product. The product is: [Br:1][CH2:2][CH2:3][CH2:4][N:10]1[CH2:11][CH2:12][O:8][C:9]1=[O:13].